Dataset: Full USPTO retrosynthesis dataset with 1.9M reactions from patents (1976-2016). Task: Predict the reactants needed to synthesize the given product. (1) Given the product [NH2:1][C:2]1[CH:7]=[CH:6][C:5]([C:12]([OH:13])([C:14]([F:17])([F:16])[F:15])[C:11]([F:19])([F:18])[F:10])=[CH:4][C:3]=1[CH3:8], predict the reactants needed to synthesize it. The reactants are: [NH2:1][C:2]1[C:3]([CH3:8])=[CH:4][CH:5]=[CH:6][CH:7]=1.O.[F:10][C:11]([F:19])([F:18])[C:12]([C:14]([F:17])([F:16])[F:15])=[O:13].O.O.[F:10][C:11]([F:19])([F:18])[C:12]([C:14]([F:17])([F:16])[F:15])=[O:13]. (2) Given the product [CH2:1]([O:3][C:4]1[CH:5]=[C:6]2[C:11](=[CH:12][C:13]=1[N+:14]([O-:16])=[O:15])[N:10]([C:25](=[O:26])[CH2:24][N:29]([CH3:30])[CH3:28])[CH2:9][CH2:8][CH2:7]2)[CH3:2], predict the reactants needed to synthesize it. The reactants are: [CH2:1]([O:3][C:4]1[CH:5]=[C:6]2[C:11](=[CH:12][C:13]=1[N+:14]([O-:16])=[O:15])[NH:10][CH2:9][CH2:8][CH2:7]2)[CH3:2].C(=O)([O-])[O-].[K+].[K+].Br[CH2:24][C:25](Cl)=[O:26].[CH3:28][NH:29][CH3:30].C1COCC1. (3) Given the product [Br:1][C:2]1[C:3]([O:8][C:9]2[CH:15]=[CH:14][C:12]([NH:13][C:17]3[C:22]([CH3:23])=[CH:21][CH:20]=[CH:19][N:18]=3)=[CH:11][CH:10]=2)=[N:4][CH:5]=[CH:6][CH:7]=1, predict the reactants needed to synthesize it. The reactants are: [Br:1][C:2]1[C:3]([O:8][C:9]2[CH:15]=[CH:14][C:12]([NH2:13])=[CH:11][CH:10]=2)=[N:4][CH:5]=[CH:6][CH:7]=1.Br[C:17]1[C:22]([CH3:23])=[CH:21][CH:20]=[CH:19][N:18]=1. (4) The reactants are: [CH3:1][O:2][C:3](=[O:19])[C:4]1[CH:9]=[C:8](I)[C:7]([C:11]([F:14])([F:13])[F:12])=[CH:6][C:5]=1[NH:15][C:16](=[O:18])[CH3:17].C([Sn](CCCC)(CCCC)[C:25]1[O:26][CH2:27][CH2:28][CH:29]=1)CCC.CCN(CC)CC. Given the product [CH3:1][O:2][C:3](=[O:19])[C:4]1[CH:9]=[C:8]([C:25]2[O:26][CH2:27][CH2:28][CH:29]=2)[C:7]([C:11]([F:14])([F:13])[F:12])=[CH:6][C:5]=1[NH:15][C:16](=[O:18])[CH3:17], predict the reactants needed to synthesize it.